Task: Predict which catalyst facilitates the given reaction.. Dataset: Catalyst prediction with 721,799 reactions and 888 catalyst types from USPTO (1) Reactant: Br[C:2]1[C:10]2[C:5](=[CH:6][C:7]([F:11])=[CH:8][CH:9]=2)[N:4]([S:12]([C:15]2[CH:20]=[CH:19][CH:18]=[CH:17][CH:16]=2)(=[O:14])=[O:13])[CH:3]=1.[CH3:21][O:22][C:23]1[N:28]=[CH:27][C:26](B(O)O)=[CH:25][CH:24]=1.[O-]P([O-])([O-])=O.[K+].[K+].[K+].COC1C=CC=C(OC)C=1C1C=CC=CC=1P(C1CCCCC1)C1CCCCC1. Product: [F:11][C:7]1[CH:6]=[C:5]2[C:10]([C:2]([C:26]3[CH:27]=[N:28][C:23]([O:22][CH3:21])=[CH:24][CH:25]=3)=[CH:3][N:4]2[S:12]([C:15]2[CH:20]=[CH:19][CH:18]=[CH:17][CH:16]=2)(=[O:14])=[O:13])=[CH:9][CH:8]=1. The catalyst class is: 110. (2) Reactant: [NH2:1][C:2]1[CH:7]=[CH:6][C:5]([Br:8])=[CH:4][N:3]=1.Br[CH2:10][C:11]([C:13]1[CH:18]=[CH:17][C:16]([C:19]([F:22])([F:21])[F:20])=[C:15]([N+:23]([O-:25])=[O:24])[CH:14]=1)=O. Product: [Br:8][C:5]1[CH:6]=[CH:7][C:2]2[N:3]([CH:10]=[C:11]([C:13]3[CH:18]=[CH:17][C:16]([C:19]([F:22])([F:21])[F:20])=[C:15]([N+:23]([O-:25])=[O:24])[CH:14]=3)[N:1]=2)[CH:4]=1. The catalyst class is: 10. (3) Reactant: F[C:2]1[CH:7]=[CH:6][C:5]([N+:8]([O-:10])=[O:9])=[CH:4][CH:3]=1.[CH3:11][CH:12]1[O:17][CH:16]([CH3:18])[CH2:15][NH:14][CH2:13]1.C(NC(C)C)(C)C. Product: [CH3:18][C@H:16]1[O:17][C@H:12]([CH3:11])[CH2:13][N:14]([C:2]2[CH:7]=[CH:6][C:5]([N+:8]([O-:10])=[O:9])=[CH:4][CH:3]=2)[CH2:15]1.[CH3:18][C@H:16]1[O:17][C@@H:12]([CH3:11])[CH2:13][N:14]([C:2]2[CH:7]=[CH:6][C:5]([N+:8]([O-:10])=[O:9])=[CH:4][CH:3]=2)[CH2:15]1. The catalyst class is: 6. (4) Reactant: [CH2:1]([N:3]([CH2:17][CH3:18])[C:4]1[CH:13]=[C:12]2[C:7]([CH:8]=[C:9]([CH:15]=O)[C:10](=[O:14])[O:11]2)=[CH:6][CH:5]=1)[CH3:2].[Br-:19].[C:20]([CH2:23][CH2:24][CH2:25][CH2:26][CH2:27][N+:28]1[CH:33]=[CH:32][C:31]([CH3:34])=[CH:30][CH:29]=1)([OH:22])=[O:21]. Product: [Br-:19].[C:20]([CH2:23][CH2:24][CH2:25][CH2:26][CH2:27][N+:28]1[CH:29]=[CH:30][C:31](/[CH:34]=[CH:15]/[C:9]2[C:10](=[O:14])[O:11][C:12]3[C:7]([CH:8]=2)=[CH:6][CH:5]=[C:4]([N:3]([CH2:17][CH3:18])[CH2:1][CH3:2])[CH:13]=3)=[CH:32][CH:33]=1)([OH:22])=[O:21]. The catalyst class is: 548. (5) Reactant: C([O:8][CH2:9][CH2:10][CH2:11][CH2:12][CH2:13][CH:14]([OH:23])[CH2:15][CH2:16][CH2:17][CH2:18][CH2:19][CH2:20][CH2:21][CH3:22])C1C=CC=CC=1. Product: [CH2:9]([OH:8])[CH2:10][CH2:11][CH2:12][CH2:13][CH:14]([OH:23])[CH2:15][CH2:16][CH2:17][CH2:18][CH2:19][CH2:20][CH2:21][CH3:22]. The catalyst class is: 43. (6) Product: [CH3:1][C:2]1[C:39]([CH3:40])=[CH:38][CH:37]=[CH:36][C:3]=1[O:4][C:5]1[C:14]([C:13]([NH:12][CH2:16][C:17]2[CH:18]=[CH:19][C:20]([O:23][CH3:24])=[CH:21][CH:22]=2)=[O:15])=[C:9]([NH:10][C:26]2[CH:31]=[CH:30][C:29]([I:32])=[CH:28][C:27]=2[F:33])[N:8]([CH3:34])[C:7](=[O:35])[CH:6]=1. The catalyst class is: 30. Reactant: [CH3:1][C:2]1[C:39]([CH3:40])=[CH:38][CH:37]=[CH:36][C:3]=1[O:4][C:5]1[C:14]2[C:13](=[O:15])[N:12]([CH2:16][C:17]3[CH:22]=[CH:21][C:20]([O:23][CH3:24])=[CH:19][CH:18]=3)C(=O)[N:10]([C:26]3[CH:31]=[CH:30][C:29]([I:32])=[CH:28][C:27]=3[F:33])[C:9]=2[N:8]([CH3:34])[C:7](=[O:35])[CH:6]=1.[OH-].[Li+].C(OCC)(=O)C. (7) Reactant: [NH:1]1[C:5]2=[N:6][CH:7]=[CH:8][CH:9]=[C:4]2[C:3]([C:10]2[S:14][C:13]([C:15]([O:17]CC)=[O:16])=[CH:12][CH:11]=2)=[CH:2]1.[OH-].[Na+].C(O)(=O)CC(CC(O)=O)(C(O)=O)O. Product: [NH:1]1[C:5]2=[N:6][CH:7]=[CH:8][CH:9]=[C:4]2[C:3]([C:10]2[S:14][C:13]([C:15]([OH:17])=[O:16])=[CH:12][CH:11]=2)=[CH:2]1. The catalyst class is: 155. (8) Reactant: [CH3:1][N:2]1[C:10]([CH3:11])=[C:9]2[C:4]([CH:5]=[C:6]([NH:12][C:13]3[N:18]=[C:17]([N:19]([CH3:37])[CH:20]4[CH2:36][CH2:35][C:23]5([CH2:27][N:26](C(OC(C)(C)C)=O)[CH2:25][CH2:24]5)[CH2:22][CH2:21]4)[CH:16]=[CH:15][N:14]=3)[CH:7]=[CH:8]2)=[N:3]1.Cl.CCOC(C)=O. Product: [CH3:1][N:2]1[C:10]([CH3:11])=[C:9]2[C:4]([CH:5]=[C:6]([NH:12][C:13]3[N:18]=[C:17]([N:19]([CH3:37])[CH:20]4[CH2:36][CH2:35][C:23]5([CH2:27][NH:26][CH2:25][CH2:24]5)[CH2:22][CH2:21]4)[CH:16]=[CH:15][N:14]=3)[CH:7]=[CH:8]2)=[N:3]1. The catalyst class is: 2.